This data is from NCI-60 drug combinations with 297,098 pairs across 59 cell lines. The task is: Regression. Given two drug SMILES strings and cell line genomic features, predict the synergy score measuring deviation from expected non-interaction effect. (1) Drug 1: C1=CC(=CC=C1CCC2=CNC3=C2C(=O)NC(=N3)N)C(=O)NC(CCC(=O)O)C(=O)O. Drug 2: C1CN(CCN1C(=O)CCBr)C(=O)CCBr. Cell line: SF-539. Synergy scores: CSS=38.0, Synergy_ZIP=-1.48, Synergy_Bliss=-0.928, Synergy_Loewe=-4.65, Synergy_HSA=1.16. (2) Drug 1: CN1C2=C(C=C(C=C2)N(CCCl)CCCl)N=C1CCCC(=O)O.Cl. Drug 2: CC1C(C(CC(O1)OC2CC(CC3=C2C(=C4C(=C3O)C(=O)C5=CC=CC=C5C4=O)O)(C(=O)C)O)N)O. Cell line: TK-10. Synergy scores: CSS=40.0, Synergy_ZIP=-1.24, Synergy_Bliss=-1.65, Synergy_Loewe=-56.7, Synergy_HSA=-2.03. (3) Drug 1: CCCS(=O)(=O)NC1=C(C(=C(C=C1)F)C(=O)C2=CNC3=C2C=C(C=N3)C4=CC=C(C=C4)Cl)F. Drug 2: C1CC(=O)NC(=O)C1N2C(=O)C3=CC=CC=C3C2=O. Cell line: HCT-15. Synergy scores: CSS=2.13, Synergy_ZIP=2.00, Synergy_Bliss=2.83, Synergy_Loewe=0.282, Synergy_HSA=0.216. (4) Drug 1: C1CC(=O)NC(=O)C1N2CC3=C(C2=O)C=CC=C3N. Drug 2: CC(C1=C(C=CC(=C1Cl)F)Cl)OC2=C(N=CC(=C2)C3=CN(N=C3)C4CCNCC4)N. Cell line: HL-60(TB). Synergy scores: CSS=9.41, Synergy_ZIP=-9.05, Synergy_Bliss=-6.62, Synergy_Loewe=-23.1, Synergy_HSA=-9.36. (5) Drug 1: C1=C(C(=O)NC(=O)N1)N(CCCl)CCCl. Drug 2: C(CN)CNCCSP(=O)(O)O. Cell line: OVCAR-5. Synergy scores: CSS=7.67, Synergy_ZIP=-0.344, Synergy_Bliss=2.85, Synergy_Loewe=-10.5, Synergy_HSA=0.190. (6) Drug 1: C1=C(C(=O)NC(=O)N1)F. Drug 2: CS(=O)(=O)OCCCCOS(=O)(=O)C. Cell line: ACHN. Synergy scores: CSS=55.3, Synergy_ZIP=-2.11, Synergy_Bliss=0.400, Synergy_Loewe=4.62, Synergy_HSA=7.27. (7) Drug 1: CC12CCC3C(C1CCC2=O)CC(=C)C4=CC(=O)C=CC34C. Cell line: SF-539. Drug 2: C(CC(=O)O)C(=O)CN.Cl. Synergy scores: CSS=11.7, Synergy_ZIP=-1.65, Synergy_Bliss=-3.11, Synergy_Loewe=-11.5, Synergy_HSA=-2.05. (8) Cell line: MCF7. Synergy scores: CSS=6.66, Synergy_ZIP=-2.46, Synergy_Bliss=1.15, Synergy_Loewe=-9.45, Synergy_HSA=-1.22. Drug 2: C1CNP(=O)(OC1)N(CCCl)CCCl. Drug 1: CCC(=C(C1=CC=CC=C1)C2=CC=C(C=C2)OCCN(C)C)C3=CC=CC=C3.C(C(=O)O)C(CC(=O)O)(C(=O)O)O. (9) Drug 2: C(CN)CNCCSP(=O)(O)O. Cell line: SF-295. Synergy scores: CSS=0.571, Synergy_ZIP=0.517, Synergy_Bliss=-0.119, Synergy_Loewe=-0.247, Synergy_HSA=-0.913. Drug 1: CC1C(C(CC(O1)OC2CC(CC3=C2C(=C4C(=C3O)C(=O)C5=C(C4=O)C(=CC=C5)OC)O)(C(=O)CO)O)N)O.Cl.